Dataset: hERG Central: cardiac toxicity at 1µM, 10µM, and general inhibition. Task: Predict hERG channel inhibition at various concentrations. The drug is O=C(c1cc(COc2ccc(F)cc2Cl)on1)N1CCN(C2CCCCC2)C(=O)C1. Results: hERG_inhib (hERG inhibition (general)): blocker.